This data is from Reaction yield outcomes from USPTO patents with 853,638 reactions. The task is: Predict the reaction yield, written as a fraction of the theoretical maximum amount of product (1.0 means a 100% yield; for example, 0.34 means a 34% yield). The yield is 0.820. The catalyst is O.C1COCC1.[Zn]. The product is [C:12]1([C:9]2[N:10]=[CH:11][C:6]([NH2:3])=[CH:7][CH:8]=2)[CH:13]=[CH:14][CH:15]=[CH:16][CH:17]=1. The reactants are [Cl-].[NH4+].[N+:3]([C:6]1[CH:7]=[CH:8][C:9]([C:12]2[CH:17]=[CH:16][CH:15]=[CH:14][CH:13]=2)=[N:10][CH:11]=1)([O-])=O.